From a dataset of Reaction yield outcomes from USPTO patents with 853,638 reactions. Predict the reaction yield, written as a fraction of the theoretical maximum amount of product (1.0 means a 100% yield; for example, 0.34 means a 34% yield). The reactants are [H-].[H-].[H-].[H-].[Li+].[Al+3].[CH3:7][C:8]1[CH:9]=[C:10]([NH:14][C:15]2[S:16][C:17]([CH2:26][CH2:27][C:28](O)=[O:29])=[C:18]([C:20]3[CH:25]=[CH:24][N:23]=[CH:22][CH:21]=3)[N:19]=2)[CH:11]=[CH:12][CH:13]=1.O.Cl. The catalyst is C1COCC1. The product is [CH3:7][C:8]1[CH:9]=[C:10]([NH:14][C:15]2[S:16][C:17]([CH2:26][CH2:27][CH2:28][OH:29])=[C:18]([C:20]3[CH:25]=[CH:24][N:23]=[CH:22][CH:21]=3)[N:19]=2)[CH:11]=[CH:12][CH:13]=1. The yield is 0.500.